From a dataset of NCI-60 drug combinations with 297,098 pairs across 59 cell lines. Regression. Given two drug SMILES strings and cell line genomic features, predict the synergy score measuring deviation from expected non-interaction effect. Drug 1: CC1=C(N=C(N=C1N)C(CC(=O)N)NCC(C(=O)N)N)C(=O)NC(C(C2=CN=CN2)OC3C(C(C(C(O3)CO)O)O)OC4C(C(C(C(O4)CO)O)OC(=O)N)O)C(=O)NC(C)C(C(C)C(=O)NC(C(C)O)C(=O)NCCC5=NC(=CS5)C6=NC(=CS6)C(=O)NCCC[S+](C)C)O. Drug 2: C1CCC(C(C1)N)N.C(=O)(C(=O)[O-])[O-].[Pt+4]. Cell line: ACHN. Synergy scores: CSS=65.0, Synergy_ZIP=-0.689, Synergy_Bliss=-0.891, Synergy_Loewe=-3.41, Synergy_HSA=5.06.